From a dataset of NCI-60 drug combinations with 297,098 pairs across 59 cell lines. Regression. Given two drug SMILES strings and cell line genomic features, predict the synergy score measuring deviation from expected non-interaction effect. Drug 1: CN(C)N=NC1=C(NC=N1)C(=O)N. Drug 2: CCC1=C2CN3C(=CC4=C(C3=O)COC(=O)C4(CC)O)C2=NC5=C1C=C(C=C5)O. Cell line: UACC-257. Synergy scores: CSS=18.9, Synergy_ZIP=-0.915, Synergy_Bliss=5.76, Synergy_Loewe=-23.9, Synergy_HSA=0.589.